Task: Predict the reactants needed to synthesize the given product.. Dataset: Full USPTO retrosynthesis dataset with 1.9M reactions from patents (1976-2016) (1) Given the product [CH3:16][O:17][C:18]1[CH:23]=[CH:22][C:21]([C:2]2[C:3]([CH:8]=[O:9])=[N:4][CH:5]=[CH:6][CH:7]=2)=[CH:20][CH:19]=1, predict the reactants needed to synthesize it. The reactants are: Br[C:2]1[C:3]([CH:8]=[O:9])=[N:4][CH:5]=[CH:6][CH:7]=1.C(=O)([O-])[O-].[K+].[K+].[CH3:16][O:17][C:18]1[CH:23]=[CH:22][C:21](B(O)O)=[CH:20][CH:19]=1. (2) Given the product [OH:14][CH:13]([C:7]1[C:6]2[N:5]([N:4]=[C:3]([C:2]([F:1])([F:16])[F:17])[CH:15]=2)[C:10]([O:11][CH3:12])=[CH:9][CH:8]=1)[CH2:18][CH2:19][CH3:20], predict the reactants needed to synthesize it. The reactants are: [F:1][C:2]([F:17])([F:16])[C:3]1[CH:15]=[C:6]2[C:7]([CH:13]=[O:14])=[CH:8][CH:9]=[C:10]([O:11][CH3:12])[N:5]2[N:4]=1.[CH2:18]([Mg]Br)[CH2:19][CH3:20].O1CCCC1.[Cl-].[NH4+]. (3) Given the product [C:1]1([C:42]2[CH:43]=[CH:44][CH:45]=[CH:46][CH:47]=2)[CH:6]=[CH:5][CH:4]=[CH:3][C:2]=1[NH:7][C:8]([O:10][CH:11]1[CH2:12][CH2:13][N:14]([CH2:17][CH2:18][N:19]([CH3:41])[C:20](=[O:40])[CH2:21][CH2:22][CH2:23][CH2:24][CH2:25][NH:26][C:27]2[S:28][C:29]([C:33]([OH:35])=[O:34])=[C:30]([CH3:32])[N:31]=2)[CH2:15][CH2:16]1)=[O:9], predict the reactants needed to synthesize it. The reactants are: [C:1]1([C:42]2[CH:47]=[CH:46][CH:45]=[CH:44][CH:43]=2)[CH:6]=[CH:5][CH:4]=[CH:3][C:2]=1[NH:7][C:8]([O:10][CH:11]1[CH2:16][CH2:15][N:14]([CH2:17][CH2:18][N:19]([CH3:41])[C:20](=[O:40])[CH2:21][CH2:22][CH2:23][CH2:24][CH2:25][NH:26][C:27]2[S:28][C:29]([C:33]([O:35]C(C)(C)C)=[O:34])=[C:30]([CH3:32])[N:31]=2)[CH2:13][CH2:12]1)=[O:9]. (4) Given the product [CH3:1][O:2][C:3]([CH:5]1[CH2:8][N:7]([CH2:34][C@H:32]([OH:33])[CH2:31][O:30][C:26]2[C:27]([CH3:29])=[CH:28][C:23]([C:20]3[N:19]=[C:18]([C:16]4[CH:15]=[C:14]([CH3:37])[N:13]=[C:12]([N:11]([CH2:38][CH3:39])[CH2:9][CH3:10])[CH:17]=4)[O:22][N:21]=3)=[CH:24][C:25]=2[CH2:35][CH3:36])[CH2:6]1)=[O:4], predict the reactants needed to synthesize it. The reactants are: [CH3:1][O:2][C:3]([CH:5]1[CH2:8][NH:7][CH2:6]1)=[O:4].[CH2:9]([N:11]([CH2:38][CH3:39])[C:12]1[CH:17]=[C:16]([C:18]2[O:22][N:21]=[C:20]([C:23]3[CH:28]=[C:27]([CH3:29])[C:26]([O:30][CH2:31][C@@H:32]4[CH2:34][O:33]4)=[C:25]([CH2:35][CH3:36])[CH:24]=3)[N:19]=2)[CH:15]=[C:14]([CH3:37])[N:13]=1)[CH3:10].C(N(CC)CC)C.CC(=O)OCC. (5) Given the product [NH2:41][C:29]1[CH:28]=[CH:27][C:26]([F:32])=[C:25]([C@:21]2([CH2:23][F:24])[C@H:20]3[C@:18]([CH2:33][N:34]4[C:38]([CH3:39])=[CH:37][N:36]=[N:35]4)([CH2:19]3)[S:17][C:16]([NH2:7])=[N:22]2)[CH:30]=1, predict the reactants needed to synthesize it. The reactants are: C(OC(=O)[N:7]([C:16]1[S:17][C@:18]2([CH2:33][N:34]3[C:38]([CH3:39])=[CH:37][N:36]=[N:35]3)[C@H:20]([C@:21]([C:25]3[CH:30]=[C:29](Br)[CH:28]=[CH:27][C:26]=3[F:32])([CH2:23][F:24])[N:22]=1)[CH2:19]2)COCC[Si](C)(C)C)(C)(C)C.[NH2:41]C1S[C@]2(CC#N)[C@H]([C@](C3C=C(N)C=CC=3F)(CF)N=1)C2.